From a dataset of Catalyst prediction with 721,799 reactions and 888 catalyst types from USPTO. Predict which catalyst facilitates the given reaction. (1) Reactant: [N:1]1[CH:6]=[CH:5][N:4]=[CH:3][C:2]=1[C:7]1[CH:8]=[CH:9][C:10]([C:13]([OH:15])=O)=[N:11][CH:12]=1.[CH3:16][C:17]1[CH:22]=[C:21]([C:23]2[CH:24]=[N:25][C:26]([CH2:30][NH2:31])=[C:27]([CH3:29])[CH:28]=2)[CH:20]=[CH:19][N:18]=1.F[P-](F)(F)(F)(F)F.N1(OC(N(C)C)=[N+](C)C)C2N=CC=CC=2N=N1.CCN(C(C)C)C(C)C. Product: [CH3:16][C:17]1[CH:22]=[C:21]([C:23]2[CH:24]=[N:25][C:26]([CH2:30][NH:31][C:13](=[O:15])[C:10]3[CH:9]=[CH:8][C:7]([C:2]4[CH:3]=[N:4][CH:5]=[CH:6][N:1]=4)=[CH:12][N:11]=3)=[C:27]([CH3:29])[CH:28]=2)[CH:20]=[CH:19][N:18]=1. The catalyst class is: 623. (2) Reactant: [C:1]1([C:7]2[CH:8]=[C:9]([CH:13]=[CH:14][N:15]=2)[C:10]([OH:12])=[O:11])[CH:6]=[CH:5][CH:4]=[CH:3][CH:2]=1.[CH:16]1C=CC=CC=1.CO.C[Si](C=[N+]=[N-])(C)C. Product: [C:1]1([C:7]2[CH:8]=[C:9]([CH:13]=[CH:14][N:15]=2)[C:10]([O:12][CH3:16])=[O:11])[CH:2]=[CH:3][CH:4]=[CH:5][CH:6]=1. The catalyst class is: 81. (3) Reactant: [CH3:1][S:2]([CH:5]1[CH2:10][CH2:9][C:8]([C:11]2[S:15][C:14]3[CH:16]=[C:17]([OH:20])[CH:18]=[CH:19][C:13]=3[C:12]=2[O:21][C:22]2[CH:27]=[CH:26][C:25]([O:28][CH2:29][CH2:30][N:31]3[CH2:36][CH2:35][CH2:34][CH2:33][CH2:32]3)=[CH:24][CH:23]=2)=[CH:7][CH2:6]1)(=[O:4])=[O:3].[ClH:37]. Product: [ClH:37].[CH3:1][S:2]([CH:5]1[CH2:10][CH2:9][C:8]([C:11]2[S:15][C:14]3[CH:16]=[C:17]([OH:20])[CH:18]=[CH:19][C:13]=3[C:12]=2[O:21][C:22]2[CH:23]=[CH:24][C:25]([O:28][CH2:29][CH2:30][N:31]3[CH2:36][CH2:35][CH2:34][CH2:33][CH2:32]3)=[CH:26][CH:27]=2)=[CH:7][CH2:6]1)(=[O:3])=[O:4]. The catalyst class is: 2. (4) Reactant: [Cl:1][C:2]1[N:7]=[CH:6][N:5]=[C:4]2[NH:8][N:9]=[CH:10][C:3]=12.O[CH:12]1[CH2:17][CH2:16][N:15]([C:18]([O:20][C:21]([CH3:24])([CH3:23])[CH3:22])=[O:19])[CH2:14][CH2:13]1.C1C=CC(P(C2C=CC=CC=2)C2C=CC=CC=2)=CC=1.N(C(OCC)=O)=NC(OCC)=O. Product: [Cl:1][C:2]1[N:7]=[CH:6][N:5]=[C:4]2[N:8]([CH:12]3[CH2:17][CH2:16][N:15]([C:18]([O:20][C:21]([CH3:24])([CH3:23])[CH3:22])=[O:19])[CH2:14][CH2:13]3)[N:9]=[CH:10][C:3]=12. The catalyst class is: 7. (5) Reactant: [C:1]([O:5][C:6]([N:8]1[CH2:13][CH2:12][CH:11]([O:14][C:15]2[N:16]=[N:17][C:18]([CH2:35][CH2:36][CH2:37][CH3:38])=[C:19]([C:21]3[CH:26]=[CH:25][C:24]([O:27][CH:28]4[CH2:33][CH2:32][CH2:31][CH2:30][CH2:29]4)=[C:23](Br)[CH:22]=3)[CH:20]=2)[CH2:10][CH2:9]1)=[O:7])([CH3:4])([CH3:3])[CH3:2].CC1(C)C(C)(C)OB([C:47]2[CH:48]=[N:49][NH:50][CH:51]=2)O1.C(=O)([O-])[O-].[Na+].[Na+]. Product: [C:1]([O:5][C:6]([N:8]1[CH2:13][CH2:12][CH:11]([O:14][C:15]2[N:16]=[N:17][C:18]([CH2:35][CH2:36][CH2:37][CH3:38])=[C:19]([C:21]3[CH:26]=[CH:25][C:24]([O:27][CH:28]4[CH2:33][CH2:32][CH2:31][CH2:30][CH2:29]4)=[C:23]([C:47]4[CH:48]=[N:49][NH:50][CH:51]=4)[CH:22]=3)[CH:20]=2)[CH2:10][CH2:9]1)=[O:7])([CH3:4])([CH3:3])[CH3:2]. The catalyst class is: 276. (6) Reactant: [CH2:1]([C:4]1[C:8]([CH2:9][CH2:10][CH2:11][OH:12])=[CH:7][N:6]([C:13]2[CH:18]=[CH:17][C:16]([C:19]([F:22])([F:21])[F:20])=[CH:15][N:14]=2)[N:5]=1)[CH2:2][CH3:3].O[C:24]1[C:28]([CH2:29][CH2:30][C:31]([O:33]C)=[O:32])=[CH:27][N:26]([CH3:35])[N:25]=1.C(P(CCCC)CCCC)CCC.N(C(N1CCCCC1)=O)=NC(N1CCCCC1)=O. Product: [CH3:35][N:26]1[CH:27]=[C:28]([CH2:29][CH2:30][C:31]([OH:33])=[O:32])[C:24]([O:12][CH2:11][CH2:10][CH2:9][C:8]2[C:4]([CH2:1][CH2:2][CH3:3])=[N:5][N:6]([C:13]3[CH:18]=[CH:17][C:16]([C:19]([F:21])([F:20])[F:22])=[CH:15][N:14]=3)[CH:7]=2)=[N:25]1. The catalyst class is: 7.